Predict which catalyst facilitates the given reaction. From a dataset of Catalyst prediction with 721,799 reactions and 888 catalyst types from USPTO. (1) Reactant: [Cl:1][C:2]1[CH:10]=[C:9]([I:11])[C:5]2[O:6][CH2:7][O:8][C:4]=2[C:3]=1[NH:12][C:13]1[C:22]2[C:17](=[CH:18][C:19]([O:25][CH2:26][CH2:27][CH2:28]Cl)=[C:20]([O:23][CH3:24])[CH:21]=2)[N:16]=[CH:15][N:14]=1.[CH3:30][C@H:31]1[O:36][C@@H:35]([CH3:37])[CH2:34][NH:33][CH2:32]1. Product: [Cl:1][C:2]1[CH:10]=[C:9]([I:11])[C:5]2[O:6][CH2:7][O:8][C:4]=2[C:3]=1[NH:12][C:13]1[C:22]2[C:17](=[CH:18][C:19]([O:25][CH2:26][CH2:27][CH2:28][N:33]3[CH2:32][C@H:31]([CH3:30])[O:36][C@H:35]([CH3:37])[CH2:34]3)=[C:20]([O:23][CH3:24])[CH:21]=2)[N:16]=[CH:15][N:14]=1. The catalyst class is: 141. (2) Reactant: [C:1]1([CH:8]=[CH:7][CH:6]=[C:4]([OH:5])[CH:3]=1)[OH:2].C1([OH:15])C=CC=CC=1. Product: [C:1]1([OH:2])[CH:8]=[CH:7][CH:6]=[CH:4][CH:3]=1.[CH:8]1[C:1]([OH:2])=[CH:3][C:4]([OH:5])=[CH:6][C:7]=1[OH:15]. The catalyst class is: 6. (3) Reactant: [CH3:1][N:2]1[CH2:7][CH2:6][N:5]([CH2:8][C:9]2[N:13]3[CH:14]=[CH:15][CH:16]=[CH:17][C:12]3=[N:11][C:10]=2[CH2:18][N:19]2C(=O)C3C(=CC=CC=3)C2=O)[CH2:4][CH2:3]1.NN. Product: [CH3:1][N:2]1[CH2:7][CH2:6][N:5]([CH2:8][C:9]2[N:13]3[CH:14]=[CH:15][CH:16]=[CH:17][C:12]3=[N:11][C:10]=2[CH2:18][NH2:19])[CH2:4][CH2:3]1. The catalyst class is: 5. (4) Reactant: Br.Br[CH:3]([C:13]1[CH:14]=[C:15]2[C:20](=[CH:21][CH:22]=1)[N:19]=[CH:18][CH:17]=[CH:16]2)[C:4]([C:6]1[CH:11]=[CH:10][CH:9]=[C:8]([CH3:12])[N:7]=1)=O.[NH2:23][C:24]([NH2:26])=[S:25].C(=O)([O-])[O-].[K+].[K+]. Product: [CH3:12][C:8]1[N:7]=[C:6]([C:4]2[N:23]=[C:24]([NH2:26])[S:25][C:3]=2[C:13]2[CH:14]=[C:15]3[C:20](=[CH:21][CH:22]=2)[N:19]=[CH:18][CH:17]=[CH:16]3)[CH:11]=[CH:10][CH:9]=1. The catalyst class is: 8.